Dataset: Full USPTO retrosynthesis dataset with 1.9M reactions from patents (1976-2016). Task: Predict the reactants needed to synthesize the given product. (1) Given the product [Cl:1][C:2]1[CH:3]=[C:4]([CH:7]=[C:8]([OH:10])[CH:9]=1)[CH:5]=[O:6], predict the reactants needed to synthesize it. The reactants are: [Cl:1][C:2]1[CH:3]=[C:4]([CH:7]=[C:8]([O:10]C)[CH:9]=1)[CH:5]=[O:6].B(Br)(Br)Br.O. (2) Given the product [C:1]([O:5][C:6]([N:8]1[CH2:13][CH2:12][CH:11]([NH:14][C:15]2[CH:20]=[C:19]([Cl:21])[N:18]=[N:17][C:16]=2[NH:24][NH2:25])[CH2:10][CH2:9]1)=[O:7])([CH3:4])([CH3:3])[CH3:2], predict the reactants needed to synthesize it. The reactants are: [C:1]([O:5][C:6]([N:8]1[CH2:13][CH2:12][CH:11]([NH:14][C:15]2[CH:20]=[C:19]([Cl:21])[N:18]=[N:17][C:16]=2Cl)[CH2:10][CH2:9]1)=[O:7])([CH3:4])([CH3:3])[CH3:2].O.[NH2:24][NH2:25]. (3) Given the product [Br:1][CH2:2][C:3]([N:20]1[CH2:19][CH2:18][N:17]([C:15]([O:14][C:10]([CH3:13])([CH3:12])[CH3:11])=[O:16])[CH2:22][CH2:21]1)=[O:4], predict the reactants needed to synthesize it. The reactants are: [Br:1][CH2:2][C:3](Br)=[O:4].C(Cl)(Cl)Cl.[C:10]([O:14][C:15]([N:17]1[CH2:22][CH2:21][NH:20][CH2:19][CH2:18]1)=[O:16])([CH3:13])([CH3:12])[CH3:11].C(N(CC)CC)C.